From a dataset of Reaction yield outcomes from USPTO patents with 853,638 reactions. Predict the reaction yield, written as a fraction of the theoretical maximum amount of product (1.0 means a 100% yield; for example, 0.34 means a 34% yield). (1) The reactants are [Cl:1][C:2]1[CH:7]=[CH:6][C:5]([CH:8]([C:10]2[CH:15]=[CH:14][CH:13]=[CH:12][CH:11]=2)O)=[C:4]([CH3:16])[CH:3]=1.O=S(Cl)[Cl:19]. The catalyst is C(Cl)Cl. The product is [Cl:1][C:2]1[CH:7]=[CH:6][C:5]([CH:8]([Cl:19])[C:10]2[CH:15]=[CH:14][CH:13]=[CH:12][CH:11]=2)=[C:4]([CH3:16])[CH:3]=1. The yield is 0.960. (2) The reactants are CN1CCOCC1.[N+:8]([C:11]1[CH:16]=[CH:15][C:14]([C:17]2[S:21][C:20]([C:22]([O:24]CC)=O)=[N:19][CH:18]=2)=[CH:13][CH:12]=1)([O-:10])=[O:9].ClC(OCC(C)C)=O.Cl.[CH3:36][O:37][C:38](=[O:44])[C@H:39]([CH:41]([CH3:43])[CH3:42])[NH2:40]. The catalyst is C1COCC1.CCN(CC)CC. The product is [CH3:42][CH:41]([CH3:43])[CH:39]([NH:40][C:22]([C:20]1[S:21][C:17]([C:14]2[CH:13]=[CH:12][C:11]([N+:8]([O-:10])=[O:9])=[CH:16][CH:15]=2)=[CH:18][N:19]=1)=[O:24])[C:38]([O:37][CH3:36])=[O:44]. The yield is 0.670.